From a dataset of NCI-60 drug combinations with 297,098 pairs across 59 cell lines. Regression. Given two drug SMILES strings and cell line genomic features, predict the synergy score measuring deviation from expected non-interaction effect. (1) Drug 1: C1CC(C1)(C(=O)O)C(=O)O.[NH2-].[NH2-].[Pt+2]. Drug 2: CC1=C(N=C(N=C1N)C(CC(=O)N)NCC(C(=O)N)N)C(=O)NC(C(C2=CN=CN2)OC3C(C(C(C(O3)CO)O)O)OC4C(C(C(C(O4)CO)O)OC(=O)N)O)C(=O)NC(C)C(C(C)C(=O)NC(C(C)O)C(=O)NCCC5=NC(=CS5)C6=NC(=CS6)C(=O)NCCC[S+](C)C)O. Cell line: OVCAR-8. Synergy scores: CSS=30.8, Synergy_ZIP=-9.93, Synergy_Bliss=-6.26, Synergy_Loewe=-11.4, Synergy_HSA=-1.88. (2) Drug 1: C1=CN(C(=O)N=C1N)C2C(C(C(O2)CO)O)O.Cl. Drug 2: C(=O)(N)NO. Cell line: UACC62. Synergy scores: CSS=23.1, Synergy_ZIP=-4.14, Synergy_Bliss=0.610, Synergy_Loewe=-12.5, Synergy_HSA=0.810. (3) Drug 1: CC1=C(C=C(C=C1)NC2=NC=CC(=N2)N(C)C3=CC4=NN(C(=C4C=C3)C)C)S(=O)(=O)N.Cl. Drug 2: CN(C)N=NC1=C(NC=N1)C(=O)N. Cell line: TK-10. Synergy scores: CSS=4.10, Synergy_ZIP=0.239, Synergy_Bliss=4.37, Synergy_Loewe=2.40, Synergy_HSA=2.78. (4) Drug 1: CC12CCC(CC1=CCC3C2CCC4(C3CC=C4C5=CN=CC=C5)C)O. Drug 2: C1CN(CCN1C(=O)CCBr)C(=O)CCBr. Cell line: OVCAR-5. Synergy scores: CSS=15.8, Synergy_ZIP=-4.29, Synergy_Bliss=2.63, Synergy_Loewe=2.02, Synergy_HSA=3.40.